From a dataset of Reaction yield outcomes from USPTO patents with 853,638 reactions. Predict the reaction yield, written as a fraction of the theoretical maximum amount of product (1.0 means a 100% yield; for example, 0.34 means a 34% yield). (1) The reactants are [CH2:1]([O:3][C:4](=[O:22])[CH:5]([CH2:11][C:12]([O:14][CH2:15][C:16]1[CH:21]=[CH:20][CH:19]=[CH:18][CH:17]=1)=[O:13])[C:6]([O:8][CH2:9][CH3:10])=[O:7])[CH3:2].[CH3:23][C:24]([C:27]1[CH:34]=[CH:33][C:30]([CH2:31]Br)=[CH:29][CH:28]=1)([CH3:26])[CH3:25].[H-].[Na+]. No catalyst specified. The product is [C:16]1([CH2:15][O:14][C:12](=[O:13])[CH2:11][C:5]([C:6]([O:8][CH2:9][CH3:10])=[O:7])([C:4]([O:3][CH2:1][CH3:2])=[O:22])[CH2:31][C:30]2[CH:33]=[CH:34][C:27]([C:24]([CH3:26])([CH3:25])[CH3:23])=[CH:28][CH:29]=2)[CH:17]=[CH:18][CH:19]=[CH:20][CH:21]=1. The yield is 0.530. (2) The reactants are [C:1]([O:8]C([O-])=O)(=O)[O:2][C:3]([CH3:6])([CH3:5])[CH3:4].[CH3:12][C:13]1([CH3:29])[C:17]([CH3:19])([CH3:18])[O:16][B:15]([C:20]2[CH:28]=[C:27]3[C:23]([CH2:24][CH2:25]C3)=[CH:22][CH:21]=2)[O:14]1.C([N:33](CC)C(C)C)(C)C. The catalyst is CN(C1C=CN=CC=1)C.ClCCl. The product is [CH3:6][C:3]([CH3:4])([O:2][C:1]([N:33]1[C:27]2[C:23](=[CH:22][CH:21]=[C:20]([B:15]3[O:14][C:13]([CH3:29])([CH3:12])[C:17]([CH3:19])([CH3:18])[O:16]3)[CH:28]=2)[CH:24]=[CH:25]1)=[O:8])[CH3:5]. The yield is 0.870. (3) The reactants are [F:1][CH:2]([F:39])[C:3]1[N:7]([C:8]2[N:13]=[C:12]([N:14]3[CH2:19][CH2:18][O:17][CH2:16][CH2:15]3)[N:11]=[C:10]([N:20]3[CH2:25][CH2:24][N:23](C(OC(C)(C)C)=O)[CH2:22][CH2:21]3)[N:9]=2)[C:6]2[CH:33]=[CH:34][CH:35]=[C:36]([O:37][CH3:38])[C:5]=2[N:4]=1.C(O)(C(F)(F)F)=O.N. The catalyst is C(Cl)Cl. The product is [F:39][CH:2]([F:1])[C:3]1[N:7]([C:8]2[N:13]=[C:12]([N:14]3[CH2:15][CH2:16][O:17][CH2:18][CH2:19]3)[N:11]=[C:10]([N:20]3[CH2:25][CH2:24][NH:23][CH2:22][CH2:21]3)[N:9]=2)[C:6]2[CH:33]=[CH:34][CH:35]=[C:36]([O:37][CH3:38])[C:5]=2[N:4]=1. The yield is 1.00. (4) The reactants are [O:1]=[C:2]1[N:6]([C:7]2[CH:14]=[CH:13][C:10]([C:11]#[N:12])=[C:9]([C:15]([F:18])([F:17])[F:16])[CH:8]=2)[C@@H:5]2[CH2:19][CH2:20][CH2:21][CH2:22][C@H:4]2[NH:3]1.Br[C:24]1[CH:34]=[CH:33][C:27]([C:28]([O:30][CH2:31][CH3:32])=[O:29])=[C:26]([CH3:35])[CH:25]=1. No catalyst specified. The product is [CH2:31]([O:30][C:28](=[O:29])[C:27]1[CH:33]=[CH:34][C:24]([N:3]2[C@@H:4]3[CH2:22][CH2:21][CH2:20][CH2:19][C@H:5]3[N:6]([C:7]3[CH:14]=[CH:13][C:10]([C:11]#[N:12])=[C:9]([C:15]([F:18])([F:16])[F:17])[CH:8]=3)[C:2]2=[O:1])=[CH:25][C:26]=1[CH3:35])[CH3:32]. The yield is 0.437. (5) The reactants are [F:1][C:2]1[CH:7]=[CH:6][CH:5]=[CH:4][C:3]=1[C:8]1[N:9]=[N:10][N:11]([CH3:27])[C:12]=1[C:13]1[N:14]=[CH:15][N:16]([C:18]2[CH:26]=[CH:25][C:21]([C:22](O)=[O:23])=[CH:20][N:19]=2)[CH:17]=1.C([O-])(=O)C([O-])=O.[CH2:34]1[C:37]2([CH2:40][NH2+:39][CH2:38]2)[CH2:36][O:35]1.[CH2:34]1[C:37]2([CH2:40][NH2+:39][CH2:38]2)[CH2:36][O:35]1. No catalyst specified. The product is [F:1][C:2]1[CH:7]=[CH:6][CH:5]=[CH:4][C:3]=1[C:8]1[N:9]=[N:10][N:11]([CH3:27])[C:12]=1[C:13]1[N:14]=[CH:15][N:16]([C:18]2[N:19]=[CH:20][C:21]([C:22]([N:39]3[CH2:40][C:37]4([CH2:34][O:35][CH2:36]4)[CH2:38]3)=[O:23])=[CH:25][CH:26]=2)[CH:17]=1. The yield is 0.470. (6) The reactants are [NH2:1][CH2:2][CH2:3][C@H:4]([N:6]1[CH2:11][CH2:10][CH:9]([N:12]([C:21]2[CH:26]=[CH:25][C:24]([O:27][CH3:28])=[CH:23][CH:22]=2)[CH2:13][C:14]2[CH:15]=[N:16][CH:17]=[CH:18][C:19]=2[CH3:20])[CH2:8][CH2:7]1)[CH3:5].CCN=C=NCCCN(C)C.C1C=CC2N(O)N=NC=2C=1.[C:50]([C:52]1[CH:60]=[C:59]([CH3:61])[C:55]([C:56](O)=[O:57])=[C:54]([CH3:62])[CH:53]=1)#[N:51].CCN(C(C)C)C(C)C. The catalyst is CN(C=O)C. The product is [C:50]([C:52]1[CH:60]=[C:59]([CH3:61])[C:55]([C:56]([NH:1][CH2:2][CH2:3][C@H:4]([N:6]2[CH2:7][CH2:8][CH:9]([N:12]([C:21]3[CH:26]=[CH:25][C:24]([O:27][CH3:28])=[CH:23][CH:22]=3)[CH2:13][C:14]3[CH:15]=[N:16][CH:17]=[CH:18][C:19]=3[CH3:20])[CH2:10][CH2:11]2)[CH3:5])=[O:57])=[C:54]([CH3:62])[CH:53]=1)#[N:51]. The yield is 0.540. (7) The catalyst is COCCOC. The product is [CH3:14][O:3][C:4]1[CH:5]=[CH:6][C:7]2[O:11][C:10](=[O:12])[S:9][C:8]=2[CH:13]=1. The yield is 0.720. The reactants are [H-].[Na+].[OH:3][C:4]1[CH:5]=[CH:6][C:7]2[O:11][C:10](=[O:12])[S:9][C:8]=2[CH:13]=1.[CH3:14]I.[Cl-].[NH4+]. (8) The catalyst is CO.[C].[Pd]. The yield is 0.280. The reactants are [CH3:1][NH:2][C:3](=[O:17])[C:4]1[CH:9]=[C:8]([C:10]([F:13])([F:12])[F:11])[CH:7]=[C:6]([N+:14]([O-])=O)[CH:5]=1. The product is [NH2:14][C:6]1[CH:5]=[C:4]([CH:9]=[C:8]([C:10]([F:11])([F:12])[F:13])[CH:7]=1)[C:3]([NH:2][CH3:1])=[O:17]. (9) The catalyst is CN(C=O)C.C1COCC1. The product is [CH3:16][O:15][C:14]1[CH:13]=[C:12]2[C:7]([C:8]([NH:33][C:34]3[CH:35]=[C:36]4[C:40](=[CH:41][CH:42]=3)[N:39]([C:43]([O:45][C:46]([CH3:49])([CH3:48])[CH3:47])=[O:44])[N:38]=[CH:37]4)=[N:9][C:10]([C:17]3[CH:22]=[CH:21][CH:20]=[C:19]([NH:23][C:24](=[O:32])[CH2:25][N:26]4[CH2:31][CH2:30][O:29][CH2:28][CH2:27]4)[CH:18]=3)=[N:11]2)=[CH:6][C:5]=1[O:4][CH2:3][CH2:2][N:50]1[CH2:54][CH2:53][CH2:52][CH2:51]1. The yield is 0.290. The reactants are Cl[CH2:2][CH2:3][O:4][C:5]1[CH:6]=[C:7]2[C:12](=[CH:13][C:14]=1[O:15][CH3:16])[N:11]=[C:10]([C:17]1[CH:22]=[CH:21][CH:20]=[C:19]([NH:23][C:24](=[O:32])[CH2:25][N:26]3[CH2:31][CH2:30][O:29][CH2:28][CH2:27]3)[CH:18]=1)[N:9]=[C:8]2[NH:33][C:34]1[CH:35]=[C:36]2[C:40](=[CH:41][CH:42]=1)[N:39]([C:43]([O:45][C:46]([CH3:49])([CH3:48])[CH3:47])=[O:44])[N:38]=[CH:37]2.[NH:50]1[CH2:54][CH2:53][CH2:52][CH2:51]1. (10) The reactants are [Cl:1][C:2]1[CH:7]=[CH:6][C:5]([CH:8]2[CH:12]([C:13]3[CH:18]=[CH:17][C:16]([Cl:19])=[CH:15][CH:14]=3)[NH:11][C:10]([C:20]3[CH:25]=[CH:24][C:23]([C:26]([CH3:35])([CH3:34])[C:27]([N:29]([CH2:32][CH3:33])[CH2:30][CH3:31])=[O:28])=[CH:22][C:21]=3[O:36][CH2:37][CH3:38])=[N:9]2)=[CH:4][CH:3]=1.[C:39](Cl)([Cl:41])=[O:40]. No catalyst specified. The product is [Cl:1][C:2]1[CH:7]=[CH:6][C:5]([C@H:8]2[C@@H:12]([C:13]3[CH:14]=[CH:15][C:16]([Cl:19])=[CH:17][CH:18]=3)[N:11]([C:39]([Cl:41])=[O:40])[C:10]([C:20]3[CH:25]=[CH:24][C:23]([C:26]([C:27](=[O:28])[N:29]([CH2:32][CH3:33])[CH2:30][CH3:31])([CH3:35])[CH3:34])=[CH:22][C:21]=3[O:36][CH2:37][CH3:38])=[N:9]2)=[CH:4][CH:3]=1. The yield is 0.560.